This data is from Full USPTO retrosynthesis dataset with 1.9M reactions from patents (1976-2016). The task is: Predict the reactants needed to synthesize the given product. (1) The reactants are: [C:1]([CH2:7][C:8]([O:10][CH2:11][CH3:12])=[O:9])(=[O:6])[C:2]([CH3:5])([CH3:4])[CH3:3].CO[CH:15](OC)[N:16]([CH3:18])[CH3:17]. Given the product [CH2:11]([O:10][C:8](=[O:9])[C:7](=[CH:15][N:16]([CH3:18])[CH3:17])[C:1](=[O:6])[C:2]([CH3:5])([CH3:4])[CH3:3])[CH3:12], predict the reactants needed to synthesize it. (2) Given the product [Br:13][C:6]1[CH:7]=[C:8]([C:9]([F:12])([F:10])[F:11])[C:3]([O:2][CH3:1])=[N:4][CH:5]=1, predict the reactants needed to synthesize it. The reactants are: [CH3:1][O:2][C:3]1[C:8]([C:9]([F:12])([F:11])[F:10])=[CH:7][CH:6]=[CH:5][N:4]=1.[Br:13]N1C(C)(C)C(=O)N(Br)C1=O.C(OC(=O)C)C.CCCCCCC.